The task is: Predict the reactants needed to synthesize the given product.. This data is from Full USPTO retrosynthesis dataset with 1.9M reactions from patents (1976-2016). (1) Given the product [CH3:1][O:2][C:3]1[C:8]2[N:9]([CH:27]([CH2:32][CH3:33])[C:28]([OH:30])=[O:29])[C:10](=[N:12][C:18](=[O:19])[C:17]3[CH:21]=[CH:22][CH:23]=[C:15]([C:14]([F:25])([F:24])[F:13])[CH:16]=3)[S:11][C:7]=2[CH:6]=[CH:5][CH:4]=1, predict the reactants needed to synthesize it. The reactants are: [CH3:1][O:2][C:3]1[C:8]2[N:9]=[C:10]([NH2:12])[S:11][C:7]=2[CH:6]=[CH:5][CH:4]=1.[F:13][C:14]([F:25])([F:24])[C:15]1[CH:16]=[C:17]([CH:21]=[CH:22][CH:23]=1)[C:18](Cl)=[O:19].Br[CH:27]([CH2:32][CH3:33])[C:28]([O:30]C)=[O:29].FC1C2N=C(N)SC=2C=C(F)C=1.C1(C)C=CC(C(Cl)=O)=CC=1.BrCC(OCC)=O. (2) Given the product [Br:6][C:7]1[CH:8]=[C:9]2[C:13](=[CH:14][CH:15]=1)[C:12](=[O:16])[NH:17][CH2:11][CH2:10]2, predict the reactants needed to synthesize it. The reactants are: CS(O)(=O)=O.[Br:6][C:7]1[CH:8]=[C:9]2[C:13](=[CH:14][CH:15]=1)[C:12](=[O:16])[CH2:11][CH2:10]2.[N-:17]=[N+]=[N-].[Na+].[OH-].[Na+]. (3) Given the product [CH3:31][O:32][C:21](=[O:38])[C:22]1[CH:23]=[CH:24][C:25]([O:8][C:5]2[N:6]=[CH:7][C:2]([Br:1])=[CH:3][N:4]=2)=[CH:26][CH:27]=1, predict the reactants needed to synthesize it. The reactants are: [Br:1][C:2]1[CH:3]=[N:4][C:5]([O:8]N2C3=NC=CC=C3N=N2)=[N:6][CH:7]=1.C([CH2:21][C:22]1[CH:27]=[CH:26][C:25](B(O)O)=[CH:24][CH:23]=1)(O)=O.[C:31]([O-])([O-])=[O:32].[Cs+].[Cs+].C[O:38]CCOC. (4) Given the product [CH2:1]([O:8][C:9]1[CH:14]=[CH:13][C:12]([C:15](=[O:18])[CH2:16][CH3:17])=[C:11]([O:19][C:20]2[C:29]3[C:24](=[CH:25][C:26]([O:32][CH3:33])=[C:27]([O:30][CH3:31])[CH:28]=3)[N:23]=[CH:22][CH:21]=2)[CH:10]=1)[C:2]1[CH:7]=[CH:6][CH:5]=[CH:4][CH:3]=1, predict the reactants needed to synthesize it. The reactants are: [CH2:1]([O:8][C:9]1[CH:14]=[CH:13][C:12]([CH:15]([OH:18])[CH2:16][CH3:17])=[C:11]([O:19][C:20]2[C:29]3[C:24](=[CH:25][C:26]([O:32][CH3:33])=[C:27]([O:30][CH3:31])[CH:28]=3)[N:23]=[CH:22][CH:21]=2)[CH:10]=1)[C:2]1[CH:7]=[CH:6][CH:5]=[CH:4][CH:3]=1.O. (5) Given the product [Cl:6][C:7]1[CH:8]=[CH:9][C:10]([I:16])=[C:11]([CH:15]=1)[C:12]([O:14][CH3:1])=[O:13], predict the reactants needed to synthesize it. The reactants are: [C:1]([O-])(O)=O.[Na+].[Cl:6][C:7]1[CH:8]=[CH:9][C:10]([I:16])=[C:11]([CH:15]=1)[C:12]([OH:14])=[O:13].CI.